This data is from Forward reaction prediction with 1.9M reactions from USPTO patents (1976-2016). The task is: Predict the product of the given reaction. (1) The product is: [Br:1][C:2]1[CH:3]=[C:4]2[C:12](=[CH:13][CH:14]=1)[NH:11][C:10]1[CH:9]([C:15]3[CH:20]=[CH:19][C:18]([CH3:21])=[CH:17][CH:16]=3)[N:8]([C:22](=[O:31])[CH2:23][CH2:24][C:25]3[CH:30]=[CH:29][CH:28]=[CH:27][CH:26]=3)[CH2:7][CH2:6][C:5]2=1. Given the reactants [Br:1][C:2]1[CH:3]=[C:4]2[C:12](=[CH:13][CH:14]=1)[NH:11][C:10]1[CH:9]([C:15]3[CH:20]=[CH:19][C:18]([CH3:21])=[CH:17][CH:16]=3)[NH:8][CH2:7][CH2:6][C:5]2=1.[C:22](Cl)(=[O:31])[CH2:23][CH2:24][C:25]1[CH:30]=[CH:29][CH:28]=[CH:27][CH:26]=1, predict the reaction product. (2) Given the reactants [NH2:1][CH2:2][C@H:3]1[O:7][N:6]=[C:5]([C:8]2[N:13]=[CH:12][C:11]([C:14]3[CH:19]=[CH:18][C:17]([N:20]4[CH2:24][C@H:23]([CH2:25][N:26]5[CH:30]=[CH:29][N:28]=[N:27]5)[O:22][C:21]4=[O:31])=[CH:16][C:15]=3[F:32])=[CH:10][CH:9]=2)[CH2:4]1.CN(C(ON1N=NC2C=CC=NC1=2)=[N+](C)C)C.F[P-](F)(F)(F)(F)F.[C:57]([NH:64][C@@H:65]([C:69](O)=[O:70])[CH:66]([CH3:68])[CH3:67])([O:59][C:60]([CH3:63])([CH3:62])[CH3:61])=[O:58].C(N(C(C)C)CC)(C)C, predict the reaction product. The product is: [F:32][C:15]1[CH:16]=[C:17]([N:20]2[CH2:24][C@H:23]([CH2:25][N:26]3[CH:30]=[CH:29][N:28]=[N:27]3)[O:22][C:21]2=[O:31])[CH:18]=[CH:19][C:14]=1[C:11]1[CH:10]=[CH:9][C:8]([C:5]2[CH2:4][C@@H:3]([CH2:2][NH:1][C:69]([C@H:65]([NH:64][C:57](=[O:58])[O:59][C:60]([CH3:61])([CH3:63])[CH3:62])[CH:66]([CH3:68])[CH3:67])=[O:70])[O:7][N:6]=2)=[N:13][CH:12]=1.